Dataset: Full USPTO retrosynthesis dataset with 1.9M reactions from patents (1976-2016). Task: Predict the reactants needed to synthesize the given product. (1) Given the product [CH2:25]([C:24]1[C:3]([CH2:1][CH3:2])=[CH:4][C:5]2[C:22](=[CH:21][C:20]3[CH:19]([OH:27])[C:18]4[C:9]([CH:8]([OH:28])[C:7]=3[CH:6]=2)=[CH:10][C:11]2[C:16](=[CH:15][CH:14]=[CH:13][CH:12]=2)[CH:17]=4)[CH:23]=1)[CH3:26], predict the reactants needed to synthesize it. The reactants are: [CH2:1]([C:3]1[C:24]([CH2:25][CH3:26])=[CH:23][C:22]2[C:5](=[CH:6][C:7]3[C:8](=[O:28])[C:9]4[C:18]([C:19](=[O:27])[C:20]=3[CH:21]=2)=[CH:17][C:16]2[C:11](=[CH:12][CH:13]=[CH:14][CH:15]=2)[CH:10]=4)[CH:4]=1)[CH3:2].C([BH-](CC)CC)C.[Li+].Cl. (2) The reactants are: [CH2:1]([O:8][C:9]([NH:11][C@@H:12]([CH2:21][CH3:22])[C:13](=[O:20])[CH2:14][C:15]([O:17][CH2:18][CH3:19])=[O:16])=[O:10])[C:2]1[CH:7]=[CH:6][CH:5]=[CH:4][CH:3]=1.[BH4-].[Na+].[Cl-].[NH4+]. Given the product [CH2:1]([O:8][C:9]([NH:11][C@@H:12]([CH2:21][CH3:22])[CH:13]([OH:20])[CH2:14][C:15]([O:17][CH2:18][CH3:19])=[O:16])=[O:10])[C:2]1[CH:3]=[CH:4][CH:5]=[CH:6][CH:7]=1, predict the reactants needed to synthesize it. (3) Given the product [Cl:1][C:2]1[CH:9]=[C:8]([NH:10][C@H:11]2[CH2:15][C:14](=[O:16])[N:13]([CH2:17][CH3:18])[CH2:12]2)[CH:7]=[CH:6][C:3]=1[C:4]#[N:5], predict the reactants needed to synthesize it. The reactants are: [Cl:1][C:2]1[CH:9]=[C:8]([NH:10][C@H:11]2[CH2:15][C:14](=[O:16])[N:13]([CH3:17])[CH2:12]2)[CH:7]=[CH:6][C:3]=1[C:4]#[N:5].[CH3:18]C(N([C@H]1CC(=O)N(C)C1)C(=O)[O-])(C)C. (4) Given the product [CH2:11]([O:19][C:21]1[CH:29]=[CH:28][C:24]([C:25]([OH:27])=[O:26])=[CH:23][C:22]=1[C:30]([F:31])([F:33])[F:32])[CH2:12][CH2:13][CH2:14][CH2:15][CH2:16][CH2:17][CH3:18], predict the reactants needed to synthesize it. The reactants are: C[Si]([N-][Si](C)(C)C)(C)C.[Na+].[CH2:11]([OH:19])[CH2:12][CH2:13][CH2:14][CH2:15][CH2:16][CH2:17][CH3:18].F[C:21]1[CH:29]=[CH:28][C:24]([C:25]([OH:27])=[O:26])=[CH:23][C:22]=1[C:30]([F:33])([F:32])[F:31]. (5) Given the product [OH:20][CH2:19][C:18]([N:13]1[C:14]2[C:10](=[C:9]([NH:8][C:6](=[O:7])[O:5][C:1]([CH3:4])([CH3:3])[CH3:2])[CH:17]=[CH:16][CH:15]=2)[CH:11]=[N:12]1)([C:25]1[CH:30]=[CH:29][C:28]([C:31]([F:33])([F:32])[F:34])=[CH:27][CH:26]=1)[CH2:23][CH3:24], predict the reactants needed to synthesize it. The reactants are: [C:1]([O:5][C:6]([NH:8][C:9]1[CH:17]=[CH:16][CH:15]=[C:14]2[C:10]=1[CH:11]=[N:12][N:13]2[C:18]([C:25]1[CH:30]=[CH:29][C:28]([C:31]([F:34])([F:33])[F:32])=[CH:27][CH:26]=1)([CH2:23][CH3:24])[C:19](OC)=[O:20])=[O:7])([CH3:4])([CH3:3])[CH3:2].[Li+].[BH4-]. (6) The reactants are: [OH:1][C:2]1[C:7](=[O:8])[N:6]2[C:9]3([CH2:17][CH2:16][CH2:15][CH2:14][CH2:13]3)[NH:10][C:11](=[O:12])[C:5]2=[C:4]([CH3:18])[CH:3]=1.C(=O)([O-])[O-].[K+].[K+].[CH:25]1([C:28]([NH2:30])=O)[CH2:27]C1.O.C[C:33]([N:35](C)C)=O. Given the product [CH3:18][C:4]1[CH:3]=[C:2]([O:1][C:28]2[CH:25]=[CH:27][N:35]=[CH:33][N:30]=2)[C:7](=[O:8])[N:6]2[C:9]3([CH2:17][CH2:16][CH2:15][CH2:14][CH2:13]3)[NH:10][C:11](=[O:12])[C:5]=12, predict the reactants needed to synthesize it. (7) Given the product [Cl:39][CH2:23][C:19]1[CH:18]=[C:17]([S:14]([N:5]2[C:6]([C:7]3[C:8]([F:13])=[N:9][CH:10]=[CH:11][CH:12]=3)=[C:2]([F:1])[C:3]([CH2:25][N:26]([CH3:34])[C:27](=[O:33])[O:28][C:29]([CH3:32])([CH3:31])[CH3:30])=[CH:4]2)(=[O:16])=[O:15])[CH:22]=[CH:21][CH:20]=1, predict the reactants needed to synthesize it. The reactants are: [F:1][C:2]1[C:3]([CH2:25][N:26]([CH3:34])[C:27](=[O:33])[O:28][C:29]([CH3:32])([CH3:31])[CH3:30])=[CH:4][N:5]([S:14]([C:17]2[CH:22]=[CH:21][CH:20]=[C:19]([CH2:23]O)[CH:18]=2)(=[O:16])=[O:15])[C:6]=1[C:7]1[C:8]([F:13])=[N:9][CH:10]=[CH:11][CH:12]=1.CS([Cl:39])(=O)=O.C(N(C(C)C)CC)(C)C.